This data is from Catalyst prediction with 721,799 reactions and 888 catalyst types from USPTO. The task is: Predict which catalyst facilitates the given reaction. (1) Reactant: [I:1][C:2]1[CH:3]=[C:4]2[C:8](=[CH:9][CH:10]=1)[NH:7][C:6](=[O:11])[C:5]2=O.[F:13][C:14]([F:26])([F:25])[C:15]1[CH:24]=[CH:23][C:18]([C:19]([NH:21][NH2:22])=[O:20])=[CH:17][CH:16]=1. Product: [I:1][C:2]1[CH:3]=[C:4]2[C:8](=[CH:9][CH:10]=1)[NH:7][C:6](=[O:11])[C:5]2=[N:22][NH:21][C:19](=[O:20])[C:18]1[CH:17]=[CH:16][C:15]([C:14]([F:13])([F:26])[F:25])=[CH:24][CH:23]=1. The catalyst class is: 15. (2) Reactant: [C:1]([CH2:3][C:4]([NH:6][N:7]1[CH:11]=[CH:10][N:9]=[C:8]1[C:12]([O:14]CC)=O)=[O:5])#[N:2].C(N1CCCC(NC2C=C(N(CC3C=CC(OC)=CC=3)C3C=CC=CC=3)C3N(C(C#N)=CN=3)N=2)C1)C1C=CC=CC=1.CC(C)([O-])C.[K+].Cl. Product: [O:5]=[C:4]1[NH:6][N:7]2[CH:11]=[CH:10][N:9]=[C:8]2[C:12](=[O:14])[CH:3]1[C:1]#[N:2]. The catalyst class is: 523. (3) Reactant: I[C:2]1[CH:11]=[CH:10][CH:9]=[CH:8][C:3]=1[C:4]([O:6][CH3:7])=[O:5].[CH2:12]([OH:15])[C:13]#[CH:14].CCOC(C)=O. Product: [OH:15][CH2:12][C:13]#[C:14][C:2]1[CH:11]=[CH:10][CH:9]=[CH:8][C:3]=1[C:4]([O:6][CH3:7])=[O:5]. The catalyst class is: 441. (4) The catalyst class is: 69. Reactant: [C:1](Cl)(Cl)=[O:2].[NH2:5][C:6]1[CH:11]=[CH:10][CH:9]=[C:8]([CH3:12])[N:7]=1.C(N(CC)C(C)C)(C)C.[C:22]([OH:26])([CH3:25])([CH3:24])[CH3:23].[OH-].[Na+]. Product: [C:22]([O:26][C:1](=[O:2])[NH:5][C:6]1[CH:11]=[CH:10][CH:9]=[C:8]([CH3:12])[N:7]=1)([CH3:25])([CH3:24])[CH3:23].